This data is from Reaction yield outcomes from USPTO patents with 853,638 reactions. The task is: Predict the reaction yield, written as a fraction of the theoretical maximum amount of product (1.0 means a 100% yield; for example, 0.34 means a 34% yield). (1) The reactants are [N+:1]([C:4]1[O:8][C:7]([C:9](Cl)=[O:10])=[CH:6][CH:5]=1)([O-:3])=[O:2].[C:12]1([N:18]2[CH2:23][CH2:22][NH:21][CH2:20][CH2:19]2)[CH:17]=[CH:16][CH:15]=[CH:14][CH:13]=1. The catalyst is C(Cl)Cl.CCN(CC)CC. The product is [N+:1]([C:4]1[O:8][C:7]([C:9]([N:21]2[CH2:22][CH2:23][N:18]([C:12]3[CH:17]=[CH:16][CH:15]=[CH:14][CH:13]=3)[CH2:19][CH2:20]2)=[O:10])=[CH:6][CH:5]=1)([O-:3])=[O:2]. The yield is 0.560. (2) The reactants are [Br:1][C:2]1[CH:3]=[C:4]([C:14]([O:16]C)=[O:15])[C:5]2[CH:6]=[CH:7][N:8]([CH:11]3[CH2:13][CH2:12]3)[C:9]=2[CH:10]=1.[OH-].[Na+]. The catalyst is CO.C1COCC1. The product is [Br:1][C:2]1[CH:3]=[C:4]([C:14]([OH:16])=[O:15])[C:5]2[CH:6]=[CH:7][N:8]([CH:11]3[CH2:13][CH2:12]3)[C:9]=2[CH:10]=1. The yield is 0.900.